This data is from Full USPTO retrosynthesis dataset with 1.9M reactions from patents (1976-2016). The task is: Predict the reactants needed to synthesize the given product. (1) Given the product [F:21][C:18]1[CH:19]=[CH:20][C:15]([CH2:22][C:23]([CH3:24])([OH:27])[C:25]#[CH:26])=[CH:16][CH:17]=1, predict the reactants needed to synthesize it. The reactants are: C1(NC2CCCCC2)CCCCC1.Br[C:15]1[CH:20]=[CH:19][C:18]([F:21])=[CH:17][CH:16]=1.[CH3:22][C:23]([OH:27])([C:25]#[CH:26])[CH3:24].[Cl-].[Na+]. (2) The reactants are: [CH3:1][C:2](C)([O-])[CH3:3].[K+].[C:7](#[N:12])[CH:8]=[CH:9][CH2:10][CH3:11].C(OCC)(=[O:16])CC.Cl. Given the product [C:9]([CH:8]([CH2:3][CH:2]=[CH2:1])[C:7]#[N:12])(=[O:16])[CH2:10][CH3:11], predict the reactants needed to synthesize it. (3) The reactants are: [O:1]=[C:2]1[CH2:7][NH:6][CH2:5][CH2:4][NH:3]1.C(N(CC)CC)C.[Cl:15][C:16]1[C:17]([CH3:25])=[C:18]([CH:22]=[CH:23][CH:24]=1)[C:19](Cl)=[O:20]. Given the product [Cl:15][C:16]1[C:17]([CH3:25])=[C:18]([C:19]([N:6]2[CH2:5][CH2:4][NH:3][C:2](=[O:1])[CH2:7]2)=[O:20])[CH:22]=[CH:23][CH:24]=1, predict the reactants needed to synthesize it. (4) Given the product [CH3:19][O:18][C@@H:5]([CH2:6][C:7]1[CH:8]=[CH:9][C:10]([O:13][CH2:14][CH2:15][CH2:16][O:33][C:29]2[CH:30]=[CH:31][CH:32]=[C:27]([N:21]3[CH2:26][CH2:25][O:24][CH2:23][CH2:22]3)[CH:28]=2)=[CH:11][CH:12]=1)[C:4]([OH:3])=[O:20], predict the reactants needed to synthesize it. The reactants are: C([O:3][C:4](=[O:20])[C@@H:5]([O:18][CH3:19])[CH2:6][C:7]1[CH:12]=[CH:11][C:10]([O:13][CH2:14][CH2:15][CH2:16]Br)=[CH:9][CH:8]=1)C.[N:21]1([C:27]2[CH:28]=[C:29]([OH:33])[CH:30]=[CH:31][CH:32]=2)[CH2:26][CH2:25][O:24][CH2:23][CH2:22]1.CO[C@@H](CC1C=CC(OCCCOC2C=CC=CC=2)=CC=1)C(O)=O. (5) Given the product [Br:18][C:7]1[N:8]([CH:11]2[CH2:16][CH2:15][CH2:14][CH2:13][O:12]2)[C:9]2[C:5]([N:6]=1)=[C:4]([Cl:17])[N:3]=[C:2]([Cl:1])[N:10]=2, predict the reactants needed to synthesize it. The reactants are: [Cl:1][C:2]1[N:10]=[C:9]2[C:5]([N:6]=[CH:7][N:8]2[CH:11]2[CH2:16][CH2:15][CH2:14][CH2:13][O:12]2)=[C:4]([Cl:17])[N:3]=1.[Br:18]C(Cl)(Cl)C(Cl)(Cl)Br.[Br-]. (6) Given the product [F:35][C:5]1[CH:4]=[CH:3][C:2]([CH3:38])=[CH:7][C:6]=1[C:8]1([S:22]([C:25]2[CH:26]=[N:27][C:28]([C:31]([F:34])([F:33])[F:32])=[CH:29][CH:30]=2)(=[O:24])=[O:23])[CH2:13][CH2:12][CH:11]([NH:14][S:15]([C:18]([F:21])([F:20])[F:19])(=[O:17])=[O:16])[CH2:10][CH2:9]1, predict the reactants needed to synthesize it. The reactants are: Br[C:2]1[CH:3]=[CH:4][C:5]([F:35])=[C:6]([C:8]2([S:22]([C:25]3[CH:26]=[N:27][C:28]([C:31]([F:34])([F:33])[F:32])=[CH:29][CH:30]=3)(=[O:24])=[O:23])[CH2:13][CH2:12][CH:11]([NH:14][S:15]([C:18]([F:21])([F:20])[F:19])(=[O:17])=[O:16])[CH2:10][CH2:9]2)[CH:7]=1.[F-].[Cs+].[C:38](P(C(C)(C)C)C(C)(C)C)(C)(C)C.C[Sn](C)(C)C. (7) Given the product [CH3:13][N:14]([CH3:22])[C:15]1[CH:20]=[CH:19][C:18]([NH:21][C:2]2[C:11]3[C:6](=[CH:7][CH:8]=[CH:9][CH:10]=3)[N:5]=[C:4]([CH3:12])[N:3]=2)=[CH:17][N:16]=1, predict the reactants needed to synthesize it. The reactants are: Cl[C:2]1[C:11]2[C:6](=[CH:7][CH:8]=[CH:9][CH:10]=2)[N:5]=[C:4]([CH3:12])[N:3]=1.[CH3:13][N:14]([CH3:22])[C:15]1[CH:20]=[CH:19][C:18]([NH2:21])=[CH:17][N:16]=1.C([O-])(=O)C.[Na+]. (8) Given the product [C:34]([C@@H:33]([NH:32][C:3](=[O:5])[CH:2]([OH:1])[C:6]1[CH:7]=[CH:8][C:9]([C:12]2[N:16]=[C:15]([C:17]3[O:21][N:20]=[C:19]([C:22]4[CH:23]=[CH:24][CH:25]=[CH:26][CH:27]=4)[C:18]=3[C:28]([F:29])([F:30])[F:31])[O:14][N:13]=2)=[CH:10][CH:11]=1)[CH:36]([CH3:38])[CH3:37])#[N:35], predict the reactants needed to synthesize it. The reactants are: [OH:1][CH:2]([C:6]1[CH:11]=[CH:10][C:9]([C:12]2[N:16]=[C:15]([C:17]3[O:21][N:20]=[C:19]([C:22]4[CH:27]=[CH:26][CH:25]=[CH:24][CH:23]=4)[C:18]=3[C:28]([F:31])([F:30])[F:29])[O:14][N:13]=2)=[CH:8][CH:7]=1)[C:3]([OH:5])=O.[NH2:32][C@@H:33]([CH:36]([CH3:38])[CH3:37])[C:34]#[N:35].C(O)=O.CN1CCOCC1.CN(C(ON1N=NC2C=CC=NC1=2)=[N+](C)C)C.F[P-](F)(F)(F)(F)F. (9) The reactants are: [CH3:1][O:2][C:3]1[CH:8]=[CH:7][CH:6]=[CH:5][C:4]=1[C:9]1[N:14]=[CH:13][N:12]=[C:11]([NH:15][C:16]2[CH:17]=[C:18]([CH2:22][S:23]([NH2:26])(=[O:25])=[O:24])[CH:19]=[CH:20][CH:21]=2)[N:10]=1.ClC1N=CN=C(NC2C=C(CS(N)(=O)=O)C=CC=2)N=1.[F:46]C1C=CC(OC)=C(B(O)O)C=1. Given the product [F:46][C:6]1[CH:7]=[CH:8][C:3]([O:2][CH3:1])=[C:4]([C:9]2[N:14]=[CH:13][N:12]=[C:11]([NH:15][C:16]3[CH:17]=[C:18]([CH2:22][S:23]([NH2:26])(=[O:25])=[O:24])[CH:19]=[CH:20][CH:21]=3)[N:10]=2)[CH:5]=1, predict the reactants needed to synthesize it. (10) Given the product [CH:1]1[CH:2]=[CH:3][C:4]([NH:11][C:12]2[C:17]([Cl:18])=[CH:16][CH:15]=[CH:14][C:13]=2[Cl:19])=[C:5]([CH2:7][C:8]([OH:10])=[O:9])[CH:6]=1, predict the reactants needed to synthesize it. The reactants are: [CH:1]1[CH:2]=[CH:3][C:4]([NH:11][C:12]2[C:13]([Cl:19])=[CH:14][CH:15]=[CH:16][C:17]=2[Cl:18])=[C:5]([CH2:7][C:8]([O-:10])=[O:9])[CH:6]=1.[Na+].C(O)[C@H]([C@H]([C@@H]([C@@H](CO)O)O)O)O.COC([C@@H](NC([C@@H](N)CC(O)=O)=O)CC1C=CC=CC=1)=O.COC.C(=O)=O.